Task: Predict the product of the given reaction.. Dataset: Forward reaction prediction with 1.9M reactions from USPTO patents (1976-2016) Given the reactants [CH3:1][O:2][N:3]([CH3:27])[C:4]([C:6]1[C:11]([NH:12][S:13]([C:16]2[CH:21]=[CH:20][C:19]([Cl:22])=[C:18]([C:23]([F:26])([F:25])[F:24])[CH:17]=2)(=[O:15])=[O:14])=[CH:10][CH:9]=[CH:8][N:7]=1)=[O:5].C(=O)([O-])[O-].[K+].[K+].[CH3:34][O:35][CH2:36]Cl.COCNC(C1C(N(COC)S(C2C=CC(Cl)=C(C(F)(F)F)C=2)(=O)=O)=CC(Cl)=CN=1)=O, predict the reaction product. The product is: [CH3:1][O:2][N:3]([CH3:27])[C:4]([C:6]1[C:11]([N:12]([S:13]([C:16]2[CH:21]=[CH:20][C:19]([Cl:22])=[C:18]([C:23]([F:26])([F:24])[F:25])[CH:17]=2)(=[O:15])=[O:14])[CH2:34][O:35][CH3:36])=[CH:10][CH:9]=[CH:8][N:7]=1)=[O:5].